This data is from Forward reaction prediction with 1.9M reactions from USPTO patents (1976-2016). The task is: Predict the product of the given reaction. (1) Given the reactants Cl[C:2]1[N:7]2[N:8]=[C:9]([CH3:11])[CH:10]=[C:6]2[N:5]=[C:4]([NH:12][C:13]([CH:15]2[CH2:17][CH:16]2[C:18]2[CH:23]=[CH:22][CH:21]=[CH:20][CH:19]=2)=[O:14])[CH:3]=1.[F:24][C@@H:25]1[CH2:29][CH2:28][NH:27][CH2:26]1, predict the reaction product. The product is: [F:24][C@@H:25]1[CH2:29][CH2:28][N:27]([C:2]2[N:7]3[N:8]=[C:9]([CH3:11])[CH:10]=[C:6]3[N:5]=[C:4]([NH:12][C:13]([CH:15]3[CH2:17][CH:16]3[C:18]3[CH:23]=[CH:22][CH:21]=[CH:20][CH:19]=3)=[O:14])[CH:3]=2)[CH2:26]1. (2) Given the reactants [CH3:1][C:2]1([CH3:14])[C:6]([CH3:8])([CH3:7])[O:5][B:4]([C:9]2[CH:10]=[N:11][NH:12][CH:13]=2)[O:3]1.[C:15]([CH:17]=[C:18]1[CH2:21][N:20]([C:22]([O:24][C:25]([CH3:28])([CH3:27])[CH3:26])=[O:23])[CH2:19]1)#[N:16].N12CCCN=C1CCCCC2, predict the reaction product. The product is: [C:15]([CH2:17][C:18]1([N:12]2[CH:13]=[C:9]([B:4]3[O:5][C:6]([CH3:7])([CH3:8])[C:2]([CH3:14])([CH3:1])[O:3]3)[CH:10]=[N:11]2)[CH2:21][N:20]([C:22]([O:24][C:25]([CH3:28])([CH3:27])[CH3:26])=[O:23])[CH2:19]1)#[N:16]. (3) Given the reactants [Cl:1][C:2]1[C:15]([Cl:16])=[CH:14][C:5]2[NH:6][C:7]([CH2:9][C:10]([F:13])([F:12])[F:11])=[N:8][C:4]=2[CH:3]=1.[H-].[Na+].I[CH2:20][C:21]#[N:22], predict the reaction product. The product is: [Cl:16][C:15]1[C:2]([Cl:1])=[CH:3][C:4]2[N:8]([CH2:20][C:21]#[N:22])[C:7]([CH2:9][C:10]([F:12])([F:13])[F:11])=[N:6][C:5]=2[CH:14]=1. (4) Given the reactants Br[C:2]1[CH:9]=[CH:8][C:5]([CH:6]=[O:7])=[CH:4][CH:3]=1.[Si:10]([O:17][C:18]1[CH:23]=[CH:22][C:21](B(O)O)=[CH:20][CH:19]=1)([C:13]([CH3:16])([CH3:15])[CH3:14])([CH3:12])[CH3:11], predict the reaction product. The product is: [Si:10]([O:17][C:18]1[CH:19]=[CH:20][C:21]([C:2]2[CH:9]=[CH:8][C:5]([CH:6]=[O:7])=[CH:4][CH:3]=2)=[CH:22][CH:23]=1)([C:13]([CH3:16])([CH3:15])[CH3:14])([CH3:12])[CH3:11]. (5) Given the reactants Cl.[Cl:2][C:3]1[CH:11]=[CH:10][C:6]([C:7]([OH:9])=O)=[CH:5][C:4]=1[O:12][C:13]1[CH:18]=[CH:17][N:16]=[C:15]([NH:19][C:20]2[S:21][CH:22]=[C:23]([CH3:25])[N:24]=2)[CH:14]=1.C(N(CC)CC)C.C(Cl)(=O)OCC.[NH2:39][CH2:40][CH2:41][CH2:42][N:43]1[CH2:48][CH2:47][O:46][CH2:45][CH2:44]1, predict the reaction product. The product is: [ClH:2].[Cl:2][C:3]1[CH:11]=[CH:10][C:6]([C:7]([NH:39][CH2:40][CH2:41][CH2:42][N:43]2[CH2:48][CH2:47][O:46][CH2:45][CH2:44]2)=[O:9])=[CH:5][C:4]=1[O:12][C:13]1[CH:18]=[CH:17][N:16]=[C:15]([NH:19][C:20]2[S:21][CH:22]=[C:23]([CH3:25])[N:24]=2)[CH:14]=1. (6) Given the reactants [NH2:1][C:2]1[CH:7]=[CH:6][C:5]([C:8]2[CH:13]=[N:12][CH:11]=[C:10]3[N:14]([CH3:18])[N:15]=[C:16]([NH2:17])[C:9]=23)=[CH:4][CH:3]=1.[F:19][C:20]1[CH:25]=[CH:24][CH:23]=[C:22]([N:26]=[C:27]=[O:28])[CH:21]=1.FC1C=CC(C)=CC=1N=C=O, predict the reaction product. The product is: [NH2:17][C:16]1[C:9]2[C:10](=[CH:11][N:12]=[CH:13][C:8]=2[C:5]2[CH:4]=[CH:3][C:2]([NH:1][C:27]([NH:26][C:22]3[CH:23]=[CH:24][CH:25]=[C:20]([F:19])[CH:21]=3)=[O:28])=[CH:7][CH:6]=2)[N:14]([CH3:18])[N:15]=1.